Predict the product of the given reaction. From a dataset of Forward reaction prediction with 1.9M reactions from USPTO patents (1976-2016). (1) Given the reactants [H-].[K+].[C:3]([C:7]1[CH:19]=[CH:18][C:17]2[C:16]3[C:11](=[CH:12][C:13]([C:20]([CH3:23])([CH3:22])[CH3:21])=[CH:14][CH:15]=3)[CH2:10][C:9]=2[CH:8]=1)([CH3:6])([CH3:5])[CH3:4].[CH2:24]([O:27][C:28]1[C:33]([C:34]([CH3:37])([CH3:36])[CH3:35])=[CH:32][C:31]([CH3:38])=[CH:30][C:29]=1[Si:39](Cl)([CH2:42][CH3:43])[CH2:40][CH3:41])[CH:25]=[CH2:26].C(=O)([O-])O.[Na+].C(=O)([O-])[O-].[Na+].[Na+], predict the reaction product. The product is: [CH2:24]([O:27][C:28]1[C:33]([C:34]([CH3:35])([CH3:36])[CH3:37])=[CH:32][C:31]([CH3:38])=[CH:30][C:29]=1[Si:39]([CH:10]1[C:9]2[CH:8]=[C:7]([C:3]([CH3:6])([CH3:5])[CH3:4])[CH:19]=[CH:18][C:17]=2[C:16]2[C:11]1=[CH:12][C:13]([C:20]([CH3:23])([CH3:22])[CH3:21])=[CH:14][CH:15]=2)([CH2:40][CH3:41])[CH2:42][CH3:43])[CH:25]=[CH2:26]. (2) Given the reactants [CH:1]1([CH2:7][O:8][C:9]2[N:17]=[C:16]3[C:12]([N:13]=[CH:14][N:15]3[CH:18]3[CH2:23][CH2:22][CH2:21][CH2:20][O:19]3)=[C:11]([NH2:24])[N:10]=2)[CH2:6][CH2:5][CH2:4][CH2:3][CH2:2]1.[Br:25]N1C(=O)CCC1=O.O, predict the reaction product. The product is: [Br:25][C:14]1[N:15]([CH:18]2[CH2:23][CH2:22][CH2:21][CH2:20][O:19]2)[C:16]2[C:12]([N:13]=1)=[C:11]([NH2:24])[N:10]=[C:9]([O:8][CH2:7][CH:1]1[CH2:2][CH2:3][CH2:4][CH2:5][CH2:6]1)[N:17]=2. (3) Given the reactants Cl[C:2]1[CH:7]=[C:6]([Cl:8])[N:5]=[CH:4][N:3]=1.[C:9](=[O:12])([O-])O.[Na+].CCCCC.[CH3:19][OH:20], predict the reaction product. The product is: [Cl:8][C:6]1[C:7]([CH:19]=[O:20])=[C:2]([O:12][CH3:9])[N:3]=[CH:4][N:5]=1.